Dataset: Forward reaction prediction with 1.9M reactions from USPTO patents (1976-2016). Task: Predict the product of the given reaction. (1) Given the reactants [CH3:1][CH:2]([CH3:38])[C@@H:3]([NH:20]C(=O)OCC1C2C=CC=CC=2C2C1=CC=CC=2)[C:4]1[CH:9]=[CH:8][C:7]([C:10](=[O:19])[NH:11][O:12][CH:13]2[CH2:18][CH2:17][CH2:16][CH2:15][O:14]2)=[CH:6][CH:5]=1.N1CCCCC1, predict the reaction product. The product is: [NH2:20][C@@H:3]([C:4]1[CH:5]=[CH:6][C:7]([C:10]([NH:11][O:12][CH:13]2[CH2:18][CH2:17][CH2:16][CH2:15][O:14]2)=[O:19])=[CH:8][CH:9]=1)[CH:2]([CH3:38])[CH3:1]. (2) Given the reactants Cl[CH2:2][C:3]([N:5]1[C:13]2[C:8](=[CH:9][CH:10]=[C:11]([Cl:14])[CH:12]=2)[C:7]([CH3:16])([CH3:15])[CH2:6]1)=[O:4].C(N(CC)CC)C.[C:24]([O:28][C:29]([N:31]1[CH2:36][C@H:35]([CH2:37][OH:38])[NH:34][CH2:33][C@H:32]1[CH3:39])=[O:30])([CH3:27])([CH3:26])[CH3:25], predict the reaction product. The product is: [C:24]([O:28][C:29]([N:31]1[CH2:36][C@H:35]([CH2:37][OH:38])[N:34]([CH2:2][C:3]([N:5]2[C:13]3[C:8](=[CH:9][CH:10]=[C:11]([Cl:14])[CH:12]=3)[C:7]([CH3:16])([CH3:15])[CH2:6]2)=[O:4])[CH2:33][C@H:32]1[CH3:39])=[O:30])([CH3:27])([CH3:26])[CH3:25].